Dataset: Forward reaction prediction with 1.9M reactions from USPTO patents (1976-2016). Task: Predict the product of the given reaction. (1) Given the reactants [CH3:1][C:2]1[N:3]=[CH:4][C:5]2[CH:6]=[CH:7][CH:8]=[C:9]([NH2:12])[C:10]=2[CH:11]=1.[F:13][C:14]([F:27])([F:26])[O:15][C:16]1[CH:25]=[CH:24][C:19]([CH2:20][N:21]=[C:22]=[O:23])=[CH:18][CH:17]=1, predict the reaction product. The product is: [CH3:1][C:2]1[N:3]=[CH:4][C:5]2[C:10]([CH:11]=1)=[C:9]([NH:12][C:22]([NH:21][CH2:20][C:19]1[CH:18]=[CH:17][C:16]([O:15][C:14]([F:13])([F:27])[F:26])=[CH:25][CH:24]=1)=[O:23])[CH:8]=[CH:7][CH:6]=2. (2) Given the reactants [F:1][C:2]([F:15])([F:14])[C:3]1[CH:12]=[C:11]2[C:6]([C:7]([OH:13])=[CH:8][CH:9]=[N:10]2)=[CH:5][CH:4]=1.C(O)(=O)CC.[N+:21]([O-])([OH:23])=[O:22], predict the reaction product. The product is: [N+:21]([C:8]1[CH:9]=[N:10][C:11]2[C:6]([C:7]=1[OH:13])=[CH:5][CH:4]=[C:3]([C:2]([F:1])([F:14])[F:15])[CH:12]=2)([O-:23])=[O:22]. (3) Given the reactants [CH:1]12[CH2:8][CH2:7][CH:4]([CH:5]=[CH:6]1)[CH2:3][CH:2]2[C:9]1([CH3:17])[N:13]([CH3:14])[C:12](=[O:15])[NH:11][C:10]1=[O:16].Br[CH2:19][C:20]([C:22]1[NH:23][CH:24]=[CH:25][CH:26]=1)=[O:21], predict the reaction product. The product is: [C@H:1]12[CH2:8][CH2:7][C@H:4]([CH:5]=[CH:6]1)[CH2:3][CH:2]2[C:9]1([CH3:17])[N:13]([CH3:14])[C:12](=[O:15])[N:11]([CH2:19][C:20](=[O:21])[C:22]2[NH:23][CH:24]=[CH:25][CH:26]=2)[C:10]1=[O:16].